From a dataset of Forward reaction prediction with 1.9M reactions from USPTO patents (1976-2016). Predict the product of the given reaction. (1) The product is: [C:39]([O:38][C:36]([NH:35][C@@H:10]([CH2:11][CH2:12][C:13]1[N:17]([CH2:18][C:19]2[CH:20]=[CH:21][C:22]([C:25]([F:27])([F:26])[F:28])=[CH:23][CH:24]=2)[C:16]2[CH:29]=[C:30]([CH3:34])[C:31]([CH3:33])=[CH:32][C:15]=2[N:14]=1)[C:9]([NH:86][O:85][C:66]([C:73]1[CH:78]=[CH:77][CH:76]=[CH:75][CH:74]=1)([C:79]1[CH:80]=[CH:81][CH:82]=[CH:83][CH:84]=1)[C:67]1[CH:72]=[CH:71][CH:70]=[CH:69][CH:68]=1)=[O:8])=[O:37])([CH3:41])([CH3:40])[CH3:42]. Given the reactants C([O:8][C:9](=O)[C@@H:10]([NH:35][C:36]([O:38][C:39]([CH3:42])([CH3:41])[CH3:40])=[O:37])[CH2:11][CH2:12][C:13]1[N:17]([CH2:18][C:19]2[CH:24]=[CH:23][C:22]([C:25]([F:28])([F:27])[F:26])=[CH:21][CH:20]=2)[C:16]2[CH:29]=[C:30]([CH3:34])[C:31]([CH3:33])=[CH:32][C:15]=2[N:14]=1)C1C=CC=CC=1.CCN=C=NCCCN(C)C.Cl.C1C=CC2N(O)N=NC=2C=1.[C:66]([O:85][NH2:86])([C:79]1[CH:84]=[CH:83][CH:82]=[CH:81][CH:80]=1)([C:73]1[CH:78]=[CH:77][CH:76]=[CH:75][CH:74]=1)[C:67]1[CH:72]=[CH:71][CH:70]=[CH:69][CH:68]=1, predict the reaction product. (2) Given the reactants C(O[C:5](=[O:7])C)(=O)C.C(O)=O.[Cl:11][C:12]1[N:17]=[CH:16][N:15]=[C:14]([N:18]2[CH2:23][CH2:22][N:21]([S:24]([CH2:27][CH:28]([NH:37][OH:38])[C:29]3[CH:34]=[CH:33][C:32]([Cl:35])=[C:31]([Cl:36])[CH:30]=3)(=[O:26])=[O:25])[CH2:20][CH2:19]2)[CH:13]=1, predict the reaction product. The product is: [Cl:11][C:12]1[N:17]=[CH:16][N:15]=[C:14]([N:18]2[CH2:23][CH2:22][N:21]([S:24]([CH2:27][CH:28]([N:37]([OH:38])[CH:5]=[O:7])[C:29]3[CH:34]=[CH:33][C:32]([Cl:35])=[C:31]([Cl:36])[CH:30]=3)(=[O:25])=[O:26])[CH2:20][CH2:19]2)[CH:13]=1. (3) Given the reactants C(O[C:6]([N:8]1[CH2:12][C:11](=[N:13][O:14][CH3:15])[CH2:10][C@H:9]1[C:16]([OH:18])=O)=[O:7])(C)(C)C.[CH3:19][C:20]1[CH:25]=[CH:24][CH:23]=[C:22]([CH3:26])[C:21]=1[C:27]1[CH:32]=[CH:31][C:30](C(O)=O)=[CH:29][CH:28]=1.[NH2:36][CH:37]([CH2:40][OH:41])[CH2:38][OH:39], predict the reaction product. The product is: [CH3:26][C:22]1[CH:23]=[CH:24][CH:25]=[C:20]([CH3:19])[C:21]=1[C:27]1[CH:28]=[CH:29][C:30]([C:6]([N:8]2[CH2:12][C:11](=[N:13][O:14][CH3:15])[CH2:10][C@H:9]2[C:16]([NH:36][CH:37]([CH2:40][OH:41])[CH2:38][OH:39])=[O:18])=[O:7])=[CH:31][CH:32]=1.